Dataset: Reaction yield outcomes from USPTO patents with 853,638 reactions. Task: Predict the reaction yield, written as a fraction of the theoretical maximum amount of product (1.0 means a 100% yield; for example, 0.34 means a 34% yield). The reactants are [C:1]([C:3]1([C@H:8]([NH:10][C:11]([C:13]2[C:21]3[C:16](=[N:17][CH:18]=[C:19]([C:22]4[C:30]5[C:25](=[CH:26][C:27]([F:31])=[CH:28][CH:29]=5)[N:24]([CH3:32])[N:23]=4)[N:20]=3)[N:15](COCC[Si](C)(C)C)[CH:14]=2)=[O:12])[CH3:9])[CH2:7][CH2:6][CH2:5][CH2:4]1)#[N:2].C(O)(C(F)(F)F)=O. The catalyst is C(Cl)Cl. The product is [C:1]([C:3]1([C@H:8]([NH:10][C:11]([C:13]2[C:21]3[C:16](=[N:17][CH:18]=[C:19]([C:22]4[C:30]5[C:25](=[CH:26][C:27]([F:31])=[CH:28][CH:29]=5)[N:24]([CH3:32])[N:23]=4)[N:20]=3)[NH:15][CH:14]=2)=[O:12])[CH3:9])[CH2:4][CH2:5][CH2:6][CH2:7]1)#[N:2]. The yield is 0.860.